Dataset: TCR-epitope binding with 47,182 pairs between 192 epitopes and 23,139 TCRs. Task: Binary Classification. Given a T-cell receptor sequence (or CDR3 region) and an epitope sequence, predict whether binding occurs between them. (1) The epitope is ILHCANFNV. The TCR CDR3 sequence is CRAGGLAGALSYF. Result: 0 (the TCR does not bind to the epitope). (2) The epitope is LLMPILTLT. The TCR CDR3 sequence is CASSLSGQGALQPQHF. Result: 0 (the TCR does not bind to the epitope).